From a dataset of Catalyst prediction with 721,799 reactions and 888 catalyst types from USPTO. Predict which catalyst facilitates the given reaction. (1) The catalyst class is: 3. Product: [CH3:1][C:2]1[C:10]2[N:9]([CH2:23][CH:22]([C:24]3[CH:29]=[CH:28][N:27]=[CH:26][CH:25]=3)[OH:21])[C:8]3[CH2:11][CH2:12][N:13]4[CH:17]([C:7]=3[C:6]=2[CH:5]=[C:4]([CH3:18])[CH:3]=1)[CH2:16][CH2:15][CH2:14]4. Reactant: [CH3:1][C:2]1[C:10]2[NH:9][C:8]3[CH2:11][CH2:12][N:13]4[CH:17]([C:7]=3[C:6]=2[CH:5]=[C:4]([CH3:18])[CH:3]=1)[CH2:16][CH2:15][CH2:14]4.[H-].[Na+].[O:21]1[CH2:23][CH:22]1[C:24]1[CH:29]=[CH:28][N:27]=[CH:26][CH:25]=1. (2) Reactant: [C:1]1([C:16]2[CH:21]=[CH:20][CH:19]=[CH:18][CH:17]=2)[CH:6]=[CH:5][C:4]([C:7]2[CH:8]([O:14][CH3:15])[O:9][CH:10]([O:12][CH3:13])[CH:11]=2)=[CH:3][CH:2]=1. Product: [C:1]1([C:16]2[CH:17]=[CH:18][CH:19]=[CH:20][CH:21]=2)[CH:2]=[CH:3][C:4]([CH:7]2[CH2:11][CH:10]([O:12][CH3:13])[O:9][CH:8]2[O:14][CH3:15])=[CH:5][CH:6]=1. The catalyst class is: 579.